Dataset: Full USPTO retrosynthesis dataset with 1.9M reactions from patents (1976-2016). Task: Predict the reactants needed to synthesize the given product. (1) Given the product [ClH:1].[Cl:18][C:19]1[CH:20]=[CH:21][C:22]([O:31][CH3:32])=[C:23]([N:25]2[CH2:26][CH2:27][N:28]([CH2:2][CH2:3][CH2:4][CH2:5][CH:6]3[C:14]4[C:9](=[CH:10][CH:11]=[CH:12][CH:13]=4)[NH:8][C:7]3=[O:15])[CH2:29][CH2:30]2)[CH:24]=1, predict the reactants needed to synthesize it. The reactants are: [Cl:1][CH2:2][CH2:3][CH2:4][CH2:5][C:6]1(CC)[C:14]2[C:9](=[CH:10][CH:11]=[CH:12][CH:13]=2)[NH:8][C:7]1=[O:15].[Cl:18][C:19]1[CH:20]=[CH:21][C:22]([O:31][CH3:32])=[C:23]([N:25]2[CH2:30][CH2:29][NH:28][CH2:27][CH2:26]2)[CH:24]=1. (2) Given the product [CH3:1][C@:2]1([CH2:9][S:10]([N:27]2[CH2:28][CH2:29][CH:24]([O:23][C:22]3[CH:21]=[CH:20][C:19]([O:18][CH2:17][C:16]([F:15])([F:35])[CH:32]([F:34])[F:33])=[CH:31][CH:30]=3)[CH2:25][CH2:26]2)(=[O:12])=[O:11])[NH:3][C:4](=[O:8])[NH:5][C:6]1=[O:7], predict the reactants needed to synthesize it. The reactants are: [CH3:1][C@@:2]1([CH2:9][S:10](Cl)(=[O:12])=[O:11])[C:6](=[O:7])[NH:5][C:4](=[O:8])[NH:3]1.Cl.[F:15][C:16]([F:35])([CH:32]([F:34])[F:33])[CH2:17][O:18][C:19]1[CH:31]=[CH:30][C:22]([O:23][CH:24]2[CH2:29][CH2:28][NH:27][CH2:26][CH2:25]2)=[CH:21][CH:20]=1. (3) Given the product [OH:8][C:9]1[CH:14]=[CH:13][C:12]([NH:15][C:16]([C:18]2[C:26]3[C:21](=[CH:22][CH:23]=[CH:24][CH:25]=3)[NH:20][N:19]=2)=[O:17])=[CH:11][CH:10]=1, predict the reactants needed to synthesize it. The reactants are: C([O:8][C:9]1[CH:14]=[CH:13][C:12]([NH:15][C:16]([C:18]2[C:26]3[C:21](=[CH:22][CH:23]=[CH:24][CH:25]=3)[NH:20][N:19]=2)=[O:17])=[CH:11][CH:10]=1)C1C=CC=CC=1.OC1C=CC(NC([C@@H]2CCCN2)=O)=CC=1. (4) Given the product [Cl:1][C:2]1[CH:3]=[C:4]([CH:5]2[CH2:18][C:19](=[O:24])[NH:32][C:12]([CH3:14])=[C:11]2[C:10]([O:16][CH3:17])=[O:15])[CH:7]=[CH:8][CH:9]=1, predict the reactants needed to synthesize it. The reactants are: [Cl:1][C:2]1[CH:3]=[C:4]([CH:7]=[CH:8][CH:9]=1)[CH:5]=O.[C:10]([O:16][CH3:17])(=[O:15])[CH2:11][C:12]([CH3:14])=O.[CH3:18][C:19]1(C)[O:24]C(=O)CC(=O)O1.C([O-])(=O)C.[NH4+:32]. (5) Given the product [CH3:44][O:43][C:41](=[O:42])[CH2:40][CH:9]1[CH2:10][N:11]([C:14]([C:16]2[C:20]3=[N:21][CH:22]=[CH:23][CH:24]=[C:19]3[N:18]([C:25]3[CH:30]=[CH:29][CH:28]=[CH:27][CH:26]=3)[C:17]=2[O:31][C:32]2[C:33]([CH3:39])=[CH:34][CH:35]=[CH:36][C:37]=2[CH3:38])=[O:15])[CH2:12][CH2:13][NH:8]1, predict the reactants needed to synthesize it. The reactants are: C(OC([N:8]1[CH2:13][CH2:12][N:11]([C:14]([C:16]2[C:20]3=[N:21][CH:22]=[CH:23][CH:24]=[C:19]3[N:18]([C:25]3[CH:30]=[CH:29][CH:28]=[CH:27][CH:26]=3)[C:17]=2[O:31][C:32]2[C:37]([CH3:38])=[CH:36][CH:35]=[CH:34][C:33]=2[CH3:39])=[O:15])[CH2:10][CH:9]1[CH2:40][C:41]([O:43][CH3:44])=[O:42])=O)(C)(C)C.Cl.Cl.Cl.COC(=O)CC1CN(C(C2C3=NC=CC=C3N(C3C=CC=CC=3)C=2OC2C(C)=CC=CC=2C)=O)CCN1. (6) Given the product [NH2:7][C:8]1[C:9]([F:29])=[CH:10][C:11]([Cl:28])=[C:12]([NH:14][C:15]2[N:16]=[CH:17][C:18]3[N:23]=[C:22]([NH:24][C:25](=[O:27])[CH3:26])[S:21][C:19]=3[N:20]=2)[CH:13]=1, predict the reactants needed to synthesize it. The reactants are: C(OC(=O)[NH:7][C:8]1[CH:13]=[C:12]([NH:14][C:15]2[N:16]=[CH:17][C:18]3[N:23]=[C:22]([NH:24][C:25](=[O:27])[CH3:26])[S:21][C:19]=3[N:20]=2)[C:11]([Cl:28])=[CH:10][C:9]=1[F:29])(C)(C)C.C1(OC)C=CC=CC=1. (7) Given the product [CH2:1]([NH:8][C:24]([C:20]1[S:19][C:18]([NH:17][C:9](=[O:16])[C:10]2[CH:15]=[CH:14][CH:13]=[CH:12][CH:11]=2)=[N:22][C:21]=1[Cl:23])=[O:25])[C:2]1[CH:7]=[CH:6][CH:5]=[CH:4][CH:3]=1, predict the reactants needed to synthesize it. The reactants are: [CH2:1]([NH2:8])[C:2]1[CH:7]=[CH:6][CH:5]=[CH:4][CH:3]=1.[C:9]([NH:17][C:18]1[S:19][C:20]([C:24](O)=[O:25])=[C:21]([Cl:23])[N:22]=1)(=[O:16])[C:10]1[CH:15]=[CH:14][CH:13]=[CH:12][CH:11]=1. (8) Given the product [Cl:1][C:2]1[CH:10]=[C:9]2[C:5]([C:6]([CH3:11])=[CH:7][NH:8]2)=[CH:4][CH:3]=1, predict the reactants needed to synthesize it. The reactants are: [Cl:1][C:2]1[CH:10]=[C:9]2[C:5]([C:6]([CH:11]=O)=[CH:7][NH:8]2)=[CH:4][CH:3]=1.[H-].[Al+3].[Li+].[H-].[H-].[H-]. (9) Given the product [CH2:29]([O:31][C:32](=[O:37])[C:33]([O:26][CH2:25][C:10]1[C:11]([CH3:24])=[N:12][C:13]([C:14]2[CH:15]=[CH:16][C:17]([C:20]([F:21])([F:22])[F:23])=[CH:18][CH:19]=2)=[C:8]([C:5]2[CH:4]=[CH:3][C:2]([Cl:1])=[CH:7][CH:6]=2)[CH:9]=1)([CH3:35])[CH3:34])[CH3:30], predict the reactants needed to synthesize it. The reactants are: [Cl:1][C:2]1[CH:7]=[CH:6][C:5]([C:8]2[CH:9]=[C:10]([CH2:25][OH:26])[C:11]([CH3:24])=[N:12][C:13]=2[C:14]2[CH:19]=[CH:18][C:17]([C:20]([F:23])([F:22])[F:21])=[CH:16][CH:15]=2)=[CH:4][CH:3]=1.[H-].[Na+].[CH2:29]([O:31][C:32](=[O:37])[C:33](Br)([CH3:35])[CH3:34])[CH3:30]. (10) Given the product [F:25][C:26]1[CH:31]=[C:30]([NH2:32])[CH:29]=[CH:28][C:27]=1[O:35][C:2]1[CH:7]=[CH:6][N:5]=[C:4]2[N:8]([CH2:17][O:18][CH2:19][CH2:20][Si:21]([CH3:24])([CH3:23])[CH3:22])[C:9]([C:11]3[CH:12]=[N:13][CH:14]=[CH:15][CH:16]=3)=[CH:10][C:3]=12, predict the reactants needed to synthesize it. The reactants are: Cl[C:2]1[CH:7]=[CH:6][N:5]=[C:4]2[N:8]([CH2:17][O:18][CH2:19][CH2:20][Si:21]([CH3:24])([CH3:23])[CH3:22])[C:9]([C:11]3[CH:12]=[N:13][CH:14]=[CH:15][CH:16]=3)=[CH:10][C:3]=12.[F:25][C:26]1[CH:31]=[C:30]([N+:32]([O-])=O)[CH:29]=[CH:28][C:27]=1[OH:35].CCN(C(C)C)C(C)C.